Dataset: Full USPTO retrosynthesis dataset with 1.9M reactions from patents (1976-2016). Task: Predict the reactants needed to synthesize the given product. (1) Given the product [NH2:1][C:2]1[CH:3]=[CH:4][C:5]([C:8](=[O:17])[CH2:9][CH2:10][C:11]2[CH:16]=[CH:15][CH:14]=[CH:13][N:12]=2)=[CH:6][CH:7]=1, predict the reactants needed to synthesize it. The reactants are: [NH2:1][C:2]1[CH:7]=[CH:6][C:5]([C:8](=[O:17])/[CH:9]=[CH:10]/[C:11]2[CH:16]=[CH:15][CH:14]=[CH:13][N:12]=2)=[CH:4][CH:3]=1.[H][H]. (2) Given the product [CH:7]1([CH2:12][C@H:13]([CH2:24][N:25]([CH:34]=[O:35])[O:26][CH2:27][C:28]2[CH:29]=[CH:30][CH:31]=[CH:32][CH:33]=2)[C:14]([N:16]2[C@H:20]([C:21]([NH:48][C:45]3[CH:44]=[CH:43][C:42]([F:41])=[CH:47][N:46]=3)=[O:23])[CH2:19][CH:18]=[N:17]2)=[O:15])[CH2:11][CH2:10][CH2:9][CH2:8]1, predict the reactants needed to synthesize it. The reactants are: CN1C=CN=C1.[CH:7]1([CH2:12][C@H:13]([CH2:24][N:25]([CH:34]=[O:35])[O:26][CH2:27][C:28]2[CH:33]=[CH:32][CH:31]=[CH:30][CH:29]=2)[C:14]([N:16]2[C@H:20]([C:21]([OH:23])=O)[CH2:19][CH:18]=[N:17]2)=[O:15])[CH2:11][CH2:10][CH2:9][CH2:8]1.S(Cl)(C)(=O)=O.[F:41][C:42]1[CH:43]=[CH:44][C:45]([NH2:48])=[N:46][CH:47]=1.